Dataset: Forward reaction prediction with 1.9M reactions from USPTO patents (1976-2016). Task: Predict the product of the given reaction. (1) Given the reactants [C:1]([C:9]1[CH:10]=[C:11]2[C:15](=[CH:16][CH:17]=1)[NH:14][C:13](=[O:18])[CH2:12]2)(=[O:8])[C:2]1[CH:7]=[CH:6][CH:5]=[CH:4][CH:3]=1.[C:19](OC(=O)C)(=[O:21])[CH3:20], predict the reaction product. The product is: [C:19]([N:14]1[C:15]2[C:11](=[CH:10][C:9]([C:1](=[O:8])[C:2]3[CH:3]=[CH:4][CH:5]=[CH:6][CH:7]=3)=[CH:17][CH:16]=2)[CH2:12][C:13]1=[O:18])(=[O:21])[CH3:20]. (2) Given the reactants [H-].[Na+].[OH:3][C:4]1[CH:9]=[CH:8][C:7]([C:10]([C:13]2[CH:18]=[CH:17][C:16]([OH:19])=[CH:15][CH:14]=2)([CH3:12])[CH3:11])=[CH:6][CH:5]=1.Cl[CH2:21][C@H:22]1[CH2:26][O:25][C:24]([CH3:28])([CH3:27])[O:23]1, predict the reaction product. The product is: [CH3:27][C:24]1([CH3:28])[O:23][C@@H:22]([CH2:21][O:3][C:4]2[CH:5]=[CH:6][C:7]([C:10]([C:13]3[CH:14]=[CH:15][C:16]([OH:19])=[CH:17][CH:18]=3)([CH3:12])[CH3:11])=[CH:8][CH:9]=2)[CH2:26][O:25]1. (3) Given the reactants [NH:1]1[C:9]2[C:4](=[CH:5][C:6]([N:10]3[CH:15]=[CH:14][C:13]([C:16]4[CH:21]=[CH:20][C:19]([C:22]([F:25])([F:24])[F:23])=[CH:18][CH:17]=4)=[CH:12][C:11]3=[O:26])=[CH:7][CH:8]=2)[CH:3]=[N:2]1.Br[CH2:28][CH2:29][Cl:30].C([O-])([O-])=O.[Cs+].[Cs+], predict the reaction product. The product is: [Cl:30][CH2:29][CH2:28][N:1]1[C:9]2[C:4](=[CH:5][C:6]([N:10]3[CH:15]=[CH:14][C:13]([C:16]4[CH:21]=[CH:20][C:19]([C:22]([F:24])([F:25])[F:23])=[CH:18][CH:17]=4)=[CH:12][C:11]3=[O:26])=[CH:7][CH:8]=2)[CH:3]=[N:2]1. (4) Given the reactants [N+:1]([C:4]1[CH:5]=[N:6][C:7]2[C:12]([C:13]=1[NH:14][C@@H:15]([CH3:25])[CH2:16][NH:17][C:18](=[O:24])[O:19][C:20]([CH3:23])([CH3:22])[CH3:21])=[CH:11][CH:10]=[CH:9][CH:8]=2)([O-])=O, predict the reaction product. The product is: [NH2:1][C:4]1[CH:5]=[N:6][C:7]2[C:12]([C:13]=1[NH:14][C@@H:15]([CH3:25])[CH2:16][NH:17][C:18](=[O:24])[O:19][C:20]([CH3:22])([CH3:21])[CH3:23])=[CH:11][CH:10]=[CH:9][CH:8]=2. (5) Given the reactants [F:1][C:2]1[CH:10]=[C:9]2[C:5]([C:6]([C:20]3[CH:33]=[CH:32][C:23]4[N:24]([CH2:28][C:29]([NH2:31])=O)C(=O)[O:26][C:22]=4[CH:21]=3)=[CH:7][N:8]2S(C2C=CC=CC=2)(=O)=O)=[CH:4][CH:3]=1.[CH3:34][O:35][CH2:36][CH2:37][S:38](Cl)(=[O:40])=[O:39], predict the reaction product. The product is: [F:1][C:2]1[CH:10]=[C:9]2[C:5]([C:6]([C:20]3[CH:33]=[CH:32][C:23]4[N:24]=[C:28]([CH2:29][NH:31][S:38]([CH2:37][CH2:36][O:35][CH3:34])(=[O:40])=[O:39])[O:26][C:22]=4[CH:21]=3)=[CH:7][NH:8]2)=[CH:4][CH:3]=1. (6) Given the reactants [F:1][C:2]1[CH:7]=[CH:6][C:5]([CH:8]2[CH2:13][CH2:12][CH2:11][CH2:10][N:9]2[S:14]([CH2:17][CH:18]([CH2:30][C:31]2[CH:36]=[CH:35][CH:34]=[CH:33][CH:32]=2)[C:19]([NH:21][O:22]CC2C=CC=CC=2)=[O:20])(=[O:16])=[O:15])=[CH:4][CH:3]=1, predict the reaction product. The product is: [OH:22][NH:21][C:19](=[O:20])[CH:18]([CH2:30][C:31]1[CH:32]=[CH:33][CH:34]=[CH:35][CH:36]=1)[CH2:17][S:14]([N:9]1[CH2:10][CH2:11][CH2:12][CH2:13][CH:8]1[C:5]1[CH:6]=[CH:7][C:2]([F:1])=[CH:3][CH:4]=1)(=[O:15])=[O:16].